From a dataset of Retrosynthesis with 50K atom-mapped reactions and 10 reaction types from USPTO. Predict the reactants needed to synthesize the given product. (1) The reactants are: COc1ccc(CN(Cc2ccc(OC)cc2)c2ncc(-c3nc(N4CCOCC4)nc4c3CCN4)cn2)cc1.Cc1cc(C(=O)N(C)CCN2CCOCC2)ccc1Br. Given the product COc1ccc(CN(Cc2ccc(OC)cc2)c2ncc(-c3nc(N4CCOCC4)nc4c3CCN4c3ccc(C(=O)N(C)CCN4CCOCC4)cc3C)cn2)cc1, predict the reactants needed to synthesize it. (2) Given the product CCCC(=O)OCn1cc(F)c(=O)[nH]c1=O, predict the reactants needed to synthesize it. The reactants are: CCCC(=O)OCCl.O=c1[nH]cc(F)c(=O)[nH]1. (3) Given the product CCOCCNC(=O)c1nc(-c2ccc(Cl)cc2)c(-c2ccc(Cl)cc2)s1, predict the reactants needed to synthesize it. The reactants are: CCOC(=O)c1nc(-c2ccc(Cl)cc2)c(-c2ccc(Cl)cc2)s1.CCOCCN. (4) Given the product COc1ccc(CO)cc1C#N, predict the reactants needed to synthesize it. The reactants are: COC(=O)c1ccc(OC)c(C#N)c1. (5) Given the product c1cc2cc(C3CCCCC3)ccc2o1, predict the reactants needed to synthesize it. The reactants are: Brc1ccc2occc2c1.[Zn+]C1CCCCC1. (6) Given the product CO[C@@H]1CCN(C(=O)c2cc3nccc(Oc4ccc5c(C(=O)O)c(C)sc5c4)c3s2)C1, predict the reactants needed to synthesize it. The reactants are: COC(=O)c1c(C)sc2cc(Oc3ccnc4cc(C(=O)N5CC[C@@H](OC)C5)sc34)ccc12. (7) Given the product COC(=O)c1ccccc1NCc1ccncc1, predict the reactants needed to synthesize it. The reactants are: COC(=O)c1ccccc1N.O=Cc1ccncc1. (8) Given the product COc1ccc(CNc2nc(C)c(C)c3c2nc2n3[C@@H](C)COC2)cc1, predict the reactants needed to synthesize it. The reactants are: COc1ccc(CN)cc1.Cc1nc(Cl)c2nc3n(c2c1C)[C@@H](C)COC3. (9) Given the product Oc1ccc2c(c1)CNC2, predict the reactants needed to synthesize it. The reactants are: COc1ccc2c(c1)CNC2.